Dataset: Peptide-MHC class II binding affinity with 134,281 pairs from IEDB. Task: Regression. Given a peptide amino acid sequence and an MHC pseudo amino acid sequence, predict their binding affinity value. This is MHC class II binding data. (1) The peptide sequence is FARIETAFANLYPGE. The MHC is DRB1_1201 with pseudo-sequence DRB1_1201. The binding affinity (normalized) is 0.677. (2) The peptide sequence is TKPSLFKVRNGGEIG. The MHC is DRB1_0404 with pseudo-sequence DRB1_0404. The binding affinity (normalized) is 0.569. (3) The peptide sequence is VNMVRRGVRSLSNKI. The MHC is HLA-DQA10102-DQB10501 with pseudo-sequence HLA-DQA10102-DQB10501. The binding affinity (normalized) is 0.622. (4) The peptide sequence is TEYQKTKLNDWDFVV. The MHC is DRB3_0101 with pseudo-sequence DRB3_0101. The binding affinity (normalized) is 0.241. (5) The peptide sequence is HVSCRVKLSALTLKG. The MHC is DRB1_0701 with pseudo-sequence DRB1_0701. The binding affinity (normalized) is 0.578. (6) The binding affinity (normalized) is 0.585. The peptide sequence is DKFTVFEAAFNDAIK. The MHC is HLA-DQA10501-DQB10301 with pseudo-sequence HLA-DQA10501-DQB10301. (7) The peptide sequence is KPARLIVFPDLGVRVC. The MHC is DRB1_1302 with pseudo-sequence DRB1_1302. The binding affinity (normalized) is 0.927. (8) The peptide sequence is QALTSLGLLYTVKFP. The MHC is DRB1_0101 with pseudo-sequence DRB1_0101. The binding affinity (normalized) is 0.688.